Dataset: NCI-60 drug combinations with 297,098 pairs across 59 cell lines. Task: Regression. Given two drug SMILES strings and cell line genomic features, predict the synergy score measuring deviation from expected non-interaction effect. (1) Drug 1: C1CCN(CC1)CCOC2=CC=C(C=C2)C(=O)C3=C(SC4=C3C=CC(=C4)O)C5=CC=C(C=C5)O. Drug 2: C1=NC2=C(N=C(N=C2N1C3C(C(C(O3)CO)O)O)F)N. Cell line: OVCAR-8. Synergy scores: CSS=10.6, Synergy_ZIP=-6.15, Synergy_Bliss=2.53, Synergy_Loewe=-10.5, Synergy_HSA=-2.08. (2) Drug 1: CCC1=CC2CC(C3=C(CN(C2)C1)C4=CC=CC=C4N3)(C5=C(C=C6C(=C5)C78CCN9C7C(C=CC9)(C(C(C8N6C)(C(=O)OC)O)OC(=O)C)CC)OC)C(=O)OC.C(C(C(=O)O)O)(C(=O)O)O. Drug 2: CN1C2=C(C=C(C=C2)N(CCCl)CCCl)N=C1CCCC(=O)O.Cl. Cell line: UO-31. Synergy scores: CSS=7.75, Synergy_ZIP=0.625, Synergy_Bliss=-3.23, Synergy_Loewe=0.997, Synergy_HSA=0.885. (3) Drug 1: C1CCN(CC1)CCOC2=CC=C(C=C2)C(=O)C3=C(SC4=C3C=CC(=C4)O)C5=CC=C(C=C5)O. Drug 2: C1=CC(=CC=C1CC(C(=O)O)N)N(CCCl)CCCl.Cl. Cell line: SK-MEL-5. Synergy scores: CSS=9.00, Synergy_ZIP=3.30, Synergy_Bliss=8.82, Synergy_Loewe=-2.97, Synergy_HSA=-3.62. (4) Drug 1: CN1C(=O)N2C=NC(=C2N=N1)C(=O)N. Drug 2: CCC1=C2CN3C(=CC4=C(C3=O)COC(=O)C4(CC)O)C2=NC5=C1C=C(C=C5)O. Cell line: HCT-15. Synergy scores: CSS=-0.666, Synergy_ZIP=-5.10, Synergy_Bliss=-6.79, Synergy_Loewe=-27.9, Synergy_HSA=-9.19. (5) Drug 1: CC1CCC2CC(C(=CC=CC=CC(CC(C(=O)C(C(C(=CC(C(=O)CC(OC(=O)C3CCCCN3C(=O)C(=O)C1(O2)O)C(C)CC4CCC(C(C4)OC)OCCO)C)C)O)OC)C)C)C)OC. Drug 2: CCCCC(=O)OCC(=O)C1(CC(C2=C(C1)C(=C3C(=C2O)C(=O)C4=C(C3=O)C=CC=C4OC)O)OC5CC(C(C(O5)C)O)NC(=O)C(F)(F)F)O. Cell line: MALME-3M. Synergy scores: CSS=40.3, Synergy_ZIP=3.18, Synergy_Bliss=8.01, Synergy_Loewe=0.653, Synergy_HSA=8.21. (6) Drug 1: CNC(=O)C1=CC=CC=C1SC2=CC3=C(C=C2)C(=NN3)C=CC4=CC=CC=N4. Drug 2: C1CN(P(=O)(OC1)NCCCl)CCCl. Cell line: HT29. Synergy scores: CSS=5.47, Synergy_ZIP=1.44, Synergy_Bliss=2.36, Synergy_Loewe=-1.91, Synergy_HSA=0.0981. (7) Drug 1: C1CN(CCN1C(=O)CCBr)C(=O)CCBr. Drug 2: CC1C(C(CC(O1)OC2CC(CC3=C2C(=C4C(=C3O)C(=O)C5=C(C4=O)C(=CC=C5)OC)O)(C(=O)CO)O)N)O.Cl. Cell line: SNB-75. Synergy scores: CSS=44.0, Synergy_ZIP=-6.49, Synergy_Bliss=-5.87, Synergy_Loewe=-3.57, Synergy_HSA=-2.65. (8) Drug 1: CC1=CC2C(CCC3(C2CCC3(C(=O)C)OC(=O)C)C)C4(C1=CC(=O)CC4)C. Drug 2: CS(=O)(=O)CCNCC1=CC=C(O1)C2=CC3=C(C=C2)N=CN=C3NC4=CC(=C(C=C4)OCC5=CC(=CC=C5)F)Cl. Cell line: OVCAR-5. Synergy scores: CSS=8.05, Synergy_ZIP=1.20, Synergy_Bliss=4.88, Synergy_Loewe=-3.48, Synergy_HSA=1.35.